This data is from Reaction yield outcomes from USPTO patents with 853,638 reactions. The task is: Predict the reaction yield, written as a fraction of the theoretical maximum amount of product (1.0 means a 100% yield; for example, 0.34 means a 34% yield). (1) The reactants are N#N.C(Cl)Cl.CC([O-])=O.[K+].[B:20]1([B:20]2[O:24][C:23]([CH3:26])([CH3:25])[C:22]([CH3:28])([CH3:27])[O:21]2)[O:24][C:23]([CH3:26])([CH3:25])[C:22]([CH3:28])([CH3:27])[O:21]1.Br[C:30]1[CH:35]=[CH:34][C:33]([NH2:36])=[CH:32][C:31]=1[N+:37]([O-:39])=[O:38]. The catalyst is CS(C)=O.C1C=CC(P(C2C=CC=CC=2)[C-]2C=CC=C2)=CC=1.C1C=CC(P(C2C=CC=CC=2)[C-]2C=CC=C2)=CC=1.Cl[Pd]Cl.[Fe+2]. The product is [N+:37]([C:31]1[CH:32]=[C:33]([NH2:36])[CH:34]=[CH:35][C:30]=1[B:20]1[O:21][C:22]([CH3:27])([CH3:28])[C:23]([CH3:25])([CH3:26])[O:24]1)([O-:39])=[O:38]. The yield is 0.770. (2) The reactants are S(Cl)(Cl)=O.[F:5][C:6]1[CH:11]=[CH:10][C:9]([CH2:12][C:13]([OH:15])=O)=[CH:8][CH:7]=1.[S-:16][C:17]#[N:18].[K+].[NH2:20][C:21]1[CH:41]=[CH:40][C:24]([O:25][C:26]2[CH:31]=[CH:30][N:29]=[C:28]([NH:32][C:33]([N:35]3[CH2:39][CH2:38][CH2:37][CH2:36]3)=[O:34])[CH:27]=2)=[C:23]([F:42])[CH:22]=1. The catalyst is C(#N)C.C(OCC)C. The product is [F:42][C:23]1[CH:22]=[C:21]([NH:20][C:17]([NH:18][C:13](=[O:15])[CH2:12][C:9]2[CH:8]=[CH:7][C:6]([F:5])=[CH:11][CH:10]=2)=[S:16])[CH:41]=[CH:40][C:24]=1[O:25][C:26]1[CH:31]=[CH:30][N:29]=[C:28]([NH:32][C:33]([N:35]2[CH2:36][CH2:37][CH2:38][CH2:39]2)=[O:34])[CH:27]=1. The yield is 0.540. (3) The reactants are [CH2:1]([O:4][C@H:5]1[C:13]2[C:8](=[CH:9][C:10]([O:14][CH3:15])=[CH:11][CH:12]=2)[C@@H:7]([NH:16][CH2:17][C@@H:18]([OH:46])[C@@H:19]([NH:29][C:30](=[O:45])[C@@H:31]([N:35]2[CH2:39][CH2:38][C@H:37]([CH2:40][CH2:41][CH2:42][CH3:43])[C:36]2=[O:44])[CH2:32][CH:33]=C)[CH2:20][C:21]2[CH:26]=[C:25]([F:27])[CH:24]=[C:23]([F:28])[CH:22]=2)[CH2:6]1)[CH:2]=C.C(O)(C(F)(F)F)=O. The catalyst is C(Cl)Cl. The product is [CH2:40]([C@H:37]1[CH2:38][CH2:39][N:35]([C@H:31]2[CH2:32][CH:33]=[CH:2][CH2:1][O:4][C@@H:5]3[CH2:6][C@@H:7]([C:8]4[CH:9]=[C:10]([O:14][CH3:15])[CH:11]=[CH:12][C:13]=43)[NH:16][CH2:17][C@@H:18]([OH:46])[C@H:19]([CH2:20][C:21]3[CH:22]=[C:23]([F:28])[CH:24]=[C:25]([F:27])[CH:26]=3)[NH:29][C:30]2=[O:45])[C:36]1=[O:44])[CH2:41][CH2:42][CH3:43]. The yield is 0.460. (4) The reactants are [Cl-].[Li+].[OH-:3].[K+].C(Br)(Br)Br.[CH:9]([C:12]1[CH:19]=[CH:18][C:15]([CH:16]=[O:17])=[CH:14][CH:13]=1)([CH3:11])[CH3:10].Cl.[O:21]1[CH2:26]COCC1. No catalyst specified. The product is [OH:17][CH:16]([C:15]1[CH:14]=[CH:13][C:12]([CH:9]([CH3:11])[CH3:10])=[CH:19][CH:18]=1)[C:26]([OH:21])=[O:3]. The yield is 0.730. (5) The reactants are [O:1]1[CH:5]=[CH:4][C:3]([CH2:6]O)=[CH:2]1.C1(P([N:22]=[N+:23]=[N-:24])(C2C=CC=CC=2)=O)C=CC=CC=1.CCCCCCC=CCCC. The catalyst is C1(C)C=CC=CC=1. The product is [N:22]([CH2:6][C:3]1[CH:4]=[CH:5][O:1][CH:2]=1)=[N+:23]=[N-:24]. The yield is 0.950. (6) The reactants are [C:1]1([C:7]2([C:14]3[CH:19]=[CH:18][CH:17]=[CH:16][CH:15]=3)[O:13][CH:8]2[C:9]([O:11][CH3:12])=[O:10])[CH:6]=[CH:5][CH:4]=[CH:3][CH:2]=1.[C:20]1([OH:26])[CH:25]=[CH:24][CH:23]=[CH:22][CH:21]=1. No catalyst specified. The product is [OH:13][CH:8]([C:7]([O:26][C:20]1[CH:25]=[CH:24][CH:23]=[CH:22][CH:21]=1)([C:14]1[CH:19]=[CH:18][CH:17]=[CH:16][CH:15]=1)[C:1]1[CH:2]=[CH:3][CH:4]=[CH:5][CH:6]=1)[C:9]([O:11][CH3:12])=[O:10]. The yield is 0.770. (7) The catalyst is ClCCl. The yield is 0.960. The product is [F:1][C:2]1[CH:21]=[C:20]([N:22]2[CH2:23][CH2:24][O:25][CH2:26][CH2:27]2)[CH:19]=[CH:18][C:3]=1[CH2:4][N:5]1[CH2:6][CH2:7][NH:8][CH2:9][CH2:10]1. The reactants are [F:1][C:2]1[CH:21]=[C:20]([N:22]2[CH2:27][CH2:26][O:25][CH2:24][CH2:23]2)[CH:19]=[CH:18][C:3]=1[CH2:4][N:5]1[CH2:10][CH2:9][N:8](C(OC(C)(C)C)=O)[CH2:7][CH2:6]1.Cl.